This data is from Peptide-MHC class I binding affinity with 185,985 pairs from IEDB/IMGT. The task is: Regression. Given a peptide amino acid sequence and an MHC pseudo amino acid sequence, predict their binding affinity value. This is MHC class I binding data. (1) The MHC is HLA-A02:06 with pseudo-sequence HLA-A02:06. The peptide sequence is REFEAQNVP. The binding affinity (normalized) is 0.655. (2) The peptide sequence is LTFTNDSII. The MHC is HLA-B07:02 with pseudo-sequence HLA-B07:02. The binding affinity (normalized) is 0. (3) The peptide sequence is KAAFDLSHFL. The MHC is HLA-B42:01 with pseudo-sequence HLA-B42:01. The binding affinity (normalized) is 0.208. (4) The peptide sequence is EVHYSGINY. The MHC is HLA-B48:01 with pseudo-sequence HLA-B48:01. The binding affinity (normalized) is 0.0847. (5) The peptide sequence is LCLIFLLV. The MHC is H-2-Kb with pseudo-sequence H-2-Kb. The binding affinity (normalized) is 0.182. (6) The peptide sequence is SEFWLNYTA. The MHC is HLA-A02:06 with pseudo-sequence HLA-A02:06. The binding affinity (normalized) is 0.0847.